This data is from Full USPTO retrosynthesis dataset with 1.9M reactions from patents (1976-2016). The task is: Predict the reactants needed to synthesize the given product. (1) Given the product [CH2:1]([C@@H:8]1[CH2:12][O:11][C:10](=[O:13])[N:9]1[C:14](=[O:25])[C@H:15]([CH2:18][C:19]1[CH:24]=[CH:23][CH:22]=[CH:21][CH:20]=1)/[CH:16]=[CH:17]/[CH2:26][Si:29]([CH3:32])([CH3:31])[CH3:30])[C:2]1[CH:3]=[CH:4][CH:5]=[CH:6][CH:7]=1, predict the reactants needed to synthesize it. The reactants are: [CH2:1]([C@@H:8]1[CH2:12][O:11][C:10](=[O:13])[N:9]1[C:14](=[O:25])[C@H:15]([CH2:18][C:19]1[CH:24]=[CH:23][CH:22]=[CH:21][CH:20]=1)[CH:16]=[CH2:17])[C:2]1[CH:7]=[CH:6][CH:5]=[CH:4][CH:3]=1.[CH2:26]([Si:29]([CH3:32])([CH3:31])[CH3:30])C=C.C(Cl)(Cl)Cl. (2) The reactants are: Br[C:2]1[CH:3]=[C:4]([N:8]2[C:12]([CH3:13])=[CH:11][CH:10]=[C:9]2[CH3:14])[CH:5]=[CH:6][CH:7]=1.[Li]CCCC.[CH3:20][C:21]([CH3:23])=[O:22]. Given the product [CH3:14][C:9]1[N:8]([C:4]2[CH:3]=[C:2]([C:21]([OH:22])([CH3:23])[CH3:20])[CH:7]=[CH:6][CH:5]=2)[C:12]([CH3:13])=[CH:11][CH:10]=1, predict the reactants needed to synthesize it. (3) Given the product [CH3:32][C:29]1([CH3:33])[NH:28][C:27](=[O:34])[N:26]([C:23]2[CH:24]=[N:25][C:20]([O:13][C:5]3[C:6]4[C:10]5([CH2:9][O:8][C:7]=4[C:2]([CH3:1])=[CH:3][CH:4]=3)[CH2:12][CH2:11]5)=[N:21][CH:22]=2)[C:30]1=[O:31], predict the reactants needed to synthesize it. The reactants are: [CH3:1][C:2]1[CH:3]=[CH:4][C:5]([OH:13])=[C:6]2[C:10]3([CH2:12][CH2:11]3)[CH2:9][O:8][C:7]=12.CN(C=O)C.Cl[C:20]1[N:25]=[CH:24][C:23]([N:26]2[C:30](=[O:31])[C:29]([CH3:33])([CH3:32])[NH:28][C:27]2=[O:34])=[CH:22][N:21]=1. (4) The reactants are: [NH:1]1[C:9]2[C:4](=[CH:5][CH:6]=[CH:7][CH:8]=2)[C:3](=O)[C:2]1=[O:11].[Cl:12][C:13]1[CH:18]=[CH:17][C:16]([C:19](=O)[CH3:20])=[CH:15][CH:14]=1.C(C1C=CC(=O)NC=1C)(=[O:24])C. Given the product [Cl:12][C:13]1[CH:18]=[CH:17][C:16]([C:19]2[CH:20]=[C:3]([C:2]([OH:11])=[O:24])[C:4]3[C:9](=[CH:8][CH:7]=[CH:6][CH:5]=3)[N:1]=2)=[CH:15][CH:14]=1, predict the reactants needed to synthesize it. (5) Given the product [N:4]1[CH:5]=[CH:6][CH:7]=[C:2]([NH:1][C:9](=[O:10])[O:11][C:12]2[CH:17]=[CH:16][CH:15]=[CH:14][CH:13]=2)[CH:3]=1, predict the reactants needed to synthesize it. The reactants are: [NH2:1][C:2]1[CH:3]=[N:4][CH:5]=[CH:6][CH:7]=1.Cl[C:9]([O:11][C:12]1[CH:17]=[CH:16][CH:15]=[CH:14][CH:13]=1)=[O:10]. (6) Given the product [CH:1]1([NH:4][C:5]([C:7]2[N:8]=[N:9][N:10]([C:12]3[CH:17]=[CH:16][C:15]([C:18]([NH:20][CH2:21][CH3:22])=[O:19])=[CH:14][C:13]=3[O:23][CH2:25][CH2:26][CH2:27][CH2:28][CH2:29][F:30])[CH:11]=2)=[O:6])[CH2:3][CH2:2]1, predict the reactants needed to synthesize it. The reactants are: [CH:1]1([NH:4][C:5]([C:7]2[N:8]=[N:9][N:10]([C:12]3[CH:17]=[CH:16][C:15]([C:18]([NH:20][CH2:21][CH3:22])=[O:19])=[CH:14][C:13]=3[OH:23])[CH:11]=2)=[O:6])[CH2:3][CH2:2]1.Br[CH2:25][CH2:26][CH2:27][CH2:28][CH2:29][F:30].C(=O)([O-])[O-].[K+].[K+].O. (7) Given the product [S:1]1[CH:5]=[CH:4][C:3]([C:6]2[CH:11]=[CH:10][C:9]([CH:12]([CH3:15])[CH2:13][NH:14][C:16](=[O:20])[CH:17]([CH3:19])[CH3:18])=[CH:8][CH:7]=2)=[CH:2]1, predict the reactants needed to synthesize it. The reactants are: [S:1]1[CH:5]=[CH:4][C:3]([C:6]2[CH:11]=[CH:10][C:9]([CH:12]([CH3:15])[CH2:13][NH2:14])=[CH:8][CH:7]=2)=[CH:2]1.[C:16](Cl)(=[O:20])[CH:17]([CH3:19])[CH3:18].